From a dataset of Forward reaction prediction with 1.9M reactions from USPTO patents (1976-2016). Predict the product of the given reaction. Given the reactants C(N(CC)CC)C.[F:8][C:9]1[CH:14]=[CH:13][CH:12]=[C:11]([F:15])[C:10]=1[C@H:16]1[CH2:22][N:21]2[C:23]([CH2:26][C:27]([F:30])([F:29])[F:28])=[CH:24][N:25]=[C:20]2[C@H:19]([NH2:31])[CH2:18][CH2:17]1.Cl[C:33](OC1C=CC([N+]([O-])=O)=CC=1)=[O:34].[CH3:45][C:46]1[CH:47]=[C:48]([CH:53]2[CH2:58][CH2:57][NH:56][CH2:55][CH2:54]2)[C:49](=[O:52])[NH:50][N:51]=1.C(=O)([O-])[O-].[Na+].[Na+], predict the reaction product. The product is: [F:8][C:9]1[CH:14]=[CH:13][CH:12]=[C:11]([F:15])[C:10]=1[C@H:16]1[CH2:22][N:21]2[C:23]([CH2:26][C:27]([F:28])([F:29])[F:30])=[CH:24][N:25]=[C:20]2[C@H:19]([NH:31][C:33]([N:56]2[CH2:57][CH2:58][CH:53]([C:48]3[C:49](=[O:52])[NH:50][N:51]=[C:46]([CH3:45])[CH:47]=3)[CH2:54][CH2:55]2)=[O:34])[CH2:18][CH2:17]1.